This data is from Full USPTO retrosynthesis dataset with 1.9M reactions from patents (1976-2016). The task is: Predict the reactants needed to synthesize the given product. (1) Given the product [NH3:1].[CH2:36]([O:43][C:44]1[CH:49]=[CH:48][C:47]([C@@H:50]([O:53][Si:54]([C:57]([CH3:58])([CH3:60])[CH3:59])([CH3:56])[CH3:55])[CH2:51][NH:1][CH2:2][CH2:3][CH2:4][CH2:5][CH2:6][CH2:7][O:8][CH2:9][CH2:10][CH2:11][CH2:12][C:13]2[CH:18]=[CH:17][C:16]([OH:19])=[C:15]([C@@H:20]([C:30]3[CH:35]=[CH:34][CH:33]=[CH:32][CH:31]=3)[CH2:21][CH2:22][N:23]([CH:27]([CH3:28])[CH3:29])[CH:24]([CH3:26])[CH3:25])[CH:14]=2)=[CH:46][C:45]=1[NH:61][S:62]([CH3:65])(=[O:63])=[O:64])[C:37]1[CH:42]=[CH:41][CH:40]=[CH:39][CH:38]=1, predict the reactants needed to synthesize it. The reactants are: [NH2:1][CH2:2][CH2:3][CH2:4][CH2:5][CH2:6][CH2:7][O:8][CH2:9][CH2:10][CH2:11][CH2:12][C:13]1[CH:18]=[CH:17][C:16]([OH:19])=[C:15]([C@@H:20]([C:30]2[CH:35]=[CH:34][CH:33]=[CH:32][CH:31]=2)[CH2:21][CH2:22][N:23]([CH:27]([CH3:29])[CH3:28])[CH:24]([CH3:26])[CH3:25])[CH:14]=1.[CH2:36]([O:43][C:44]1[CH:49]=[CH:48][C:47]([C@@H:50]([O:53][Si:54]([C:57]([CH3:60])([CH3:59])[CH3:58])([CH3:56])[CH3:55])[CH2:51]Br)=[CH:46][C:45]=1[NH:61][S:62]([CH3:65])(=[O:64])=[O:63])[C:37]1[CH:42]=[CH:41][CH:40]=[CH:39][CH:38]=1.[I-].[K+].C(=O)([O-])O.[Na+]. (2) Given the product [OH:37][CH2:36][CH2:35][O:34][CH:32]([C:29]1[CH:28]=[CH:27][C:26]([N:23]2[CH:24]=[CH:25][C:21]([CH:19]([C:17]3[CH:16]=[CH:15][C:5]4[N:6]([CH2:7][O:8][CH2:9][CH2:10][Si:11]([CH3:12])([CH3:14])[CH3:13])[C:2](=[O:1])[S:3][C:4]=4[CH:18]=3)[CH3:20])=[N:22]2)=[N:31][CH:30]=1)[CH3:33], predict the reactants needed to synthesize it. The reactants are: [O:1]=[C:2]1[N:6]([CH2:7][O:8][CH2:9][CH2:10][Si:11]([CH3:14])([CH3:13])[CH3:12])[C:5]2[CH:15]=[CH:16][C:17]([CH:19]([C:21]3[CH:25]=[CH:24][N:23]([C:26]4[N:31]=[CH:30][C:29]([CH:32]([O:34][CH2:35][C:36](OCC)=[O:37])[CH3:33])=[CH:28][CH:27]=4)[N:22]=3)[CH3:20])=[CH:18][C:4]=2[S:3]1.[BH4-].[Li+]. (3) Given the product [Cl:25][C:21]1[CH:20]=[C:19]([CH:16]([NH:15][C:14]([CH:29]2[CH2:28][CH2:14][N:15]([C:39]3[C:38]([Cl:42])=[CH:37][N:36]=[C:35]([Cl:34])[N:40]=3)[CH2:16][CH2:17]2)=[O:26])[CH2:17][OH:18])[CH:24]=[CH:23][CH:22]=1, predict the reactants needed to synthesize it. The reactants are: C(OC(N1CCN([C:14](=[O:26])[NH:15][CH:16]([C:19]2[CH:24]=[CH:23][CH:22]=[C:21]([Cl:25])[CH:20]=2)[CH2:17][OH:18])CC1)=O)(C)(C)C.F[C:28](F)(F)[C:29](O)=O.[Cl:34][C:35]1[N:40]=[C:39](Cl)[C:38]([Cl:42])=[CH:37][N:36]=1. (4) Given the product [C:20]([O:19][C:17]([NH:11][C:10]1[CH:12]=[CH:13][C:7]([C:5]([O:4][CH3:3])=[O:6])=[CH:8][C:9]=1[N+:14]([O-:16])=[O:15])=[O:18])([CH3:23])([CH3:22])[CH3:21], predict the reactants needed to synthesize it. The reactants are: [H-].[Na+].[CH3:3][O:4][C:5]([C:7]1[CH:13]=[CH:12][C:10]([NH2:11])=[C:9]([N+:14]([O-:16])=[O:15])[CH:8]=1)=[O:6].[C:17](O[C:17]([O:19][C:20]([CH3:23])([CH3:22])[CH3:21])=[O:18])([O:19][C:20]([CH3:23])([CH3:22])[CH3:21])=[O:18].[Cl-].[NH4+].